This data is from Catalyst prediction with 721,799 reactions and 888 catalyst types from USPTO. The task is: Predict which catalyst facilitates the given reaction. Reactant: [Br:1][C:2]1[CH:7]=[CH:6][C:5]([C:8]2([N:16]3[C:24](=[O:25])[C:23]4[C:18](=[CH:19][CH:20]=[CH:21][CH:22]=4)[C:17]3=[O:26])[CH2:11][C:10]3(OCC[O:12]3)[CH2:9]2)=[CH:4][CH:3]=1.O.C1(C)C(S(O)(=O)=O)=CC=CC=1. Product: [Br:1][C:2]1[CH:3]=[CH:4][C:5]([C:8]2([N:16]3[C:24](=[O:25])[C:23]4[C:18](=[CH:19][CH:20]=[CH:21][CH:22]=4)[C:17]3=[O:26])[CH2:9][C:10](=[O:12])[CH2:11]2)=[CH:6][CH:7]=1. The catalyst class is: 692.